Dataset: Reaction yield outcomes from USPTO patents with 853,638 reactions. Task: Predict the reaction yield, written as a fraction of the theoretical maximum amount of product (1.0 means a 100% yield; for example, 0.34 means a 34% yield). (1) The reactants are C([O-])([O-])=O.[K+].[K+].[C:7]1(=[N:12][NH2:13])[CH2:11][CH2:10][CH2:9][CH2:8]1.[C:14](Cl)(=[N:21][OH:22])[C:15]1[CH:20]=[CH:19][CH:18]=[CH:17][CH:16]=1. The catalyst is O.C(Cl)Cl. The product is [C:15]1([C:14]2[N:12]([NH2:13])[C:7]3([CH2:11][CH2:10][CH2:9][CH2:8]3)[O:22][N:21]=2)[CH:20]=[CH:19][CH:18]=[CH:17][CH:16]=1. The yield is 0.500. (2) The reactants are Cl[C:2]1[CH:11]=[N:10][C:9]2[C:8]([C:12]([O:14][CH3:15])=[O:13])=[C:7]([O:16][CH3:17])[CH:6]=[CH:5][C:4]=2[N:3]=1.[C:18]1([OH:24])[CH:23]=[CH:22][CH:21]=[CH:20][CH:19]=1.C(=O)([O-])[O-].[Cs+].[Cs+].C(=O)(O)[O-].[Na+]. The catalyst is CN(C)C=O. The product is [CH3:17][O:16][C:7]1[CH:6]=[CH:5][C:4]2[N:3]=[C:2]([O:24][C:18]3[CH:23]=[CH:22][CH:21]=[CH:20][CH:19]=3)[CH:11]=[N:10][C:9]=2[C:8]=1[C:12]([O:14][CH3:15])=[O:13]. The yield is 0.820.